Dataset: Reaction yield outcomes from USPTO patents with 853,638 reactions. Task: Predict the reaction yield, written as a fraction of the theoretical maximum amount of product (1.0 means a 100% yield; for example, 0.34 means a 34% yield). (1) The reactants are [OH-].[Li+].C[O:4][C:5](=[O:14])[C:6]1[CH:11]=[C:10]([CH3:12])[CH:9]=[C:8]([F:13])[CH:7]=1. The catalyst is O1CCCC1. The product is [F:13][C:8]1[CH:7]=[C:6]([CH:11]=[C:10]([CH3:12])[CH:9]=1)[C:5]([OH:14])=[O:4]. The yield is 0.980. (2) The reactants are [F:1][C:2]1[CH:7]=[CH:6][CH:5]=[CH:4][C:3]=1[N:8]1[CH2:13][CH2:12][N:11]([CH2:14][CH2:15][NH2:16])[CH2:10][CH2:9]1.[CH2:17]([C:21]1[N:25]([C:26]2[CH:31]=[CH:30][CH:29]=[CH:28][CH:27]=2)[N:24]=[C:23]([CH:32]=O)[CH:22]=1)[CH:18]([CH3:20])[CH3:19]. No catalyst specified. The product is [CH2:17]([C:21]1[N:25]([C:26]2[CH:31]=[CH:30][CH:29]=[CH:28][CH:27]=2)[N:24]=[C:23]([CH2:32][NH:16][CH2:15][CH2:14][N:11]2[CH2:10][CH2:9][N:8]([C:3]3[CH:4]=[CH:5][CH:6]=[CH:7][C:2]=3[F:1])[CH2:13][CH2:12]2)[CH:22]=1)[CH:18]([CH3:20])[CH3:19]. The yield is 0.718.